From a dataset of Reaction yield outcomes from USPTO patents with 853,638 reactions. Predict the reaction yield, written as a fraction of the theoretical maximum amount of product (1.0 means a 100% yield; for example, 0.34 means a 34% yield). (1) The yield is 0.810. The product is [F:1][C:2]1[CH:7]=[C:6]([F:8])[CH:5]=[CH:4][C:3]=1[N:9]1[C:17](=[O:18])[C:16]2[C@H:15]3[C:19]([CH3:21])([CH3:20])[C@:12]([CH3:22])([CH2:13][CH2:14]3)[C:11]=2[N:10]1[CH2:28][C:27]1[CH:30]=[CH:31][C:24]([F:23])=[CH:25][CH:26]=1. The reactants are [F:1][C:2]1[CH:7]=[C:6]([F:8])[CH:5]=[CH:4][C:3]=1[N:9]1[C:17](=[O:18])[C:16]2[C@H:15]3[C:19]([CH3:21])([CH3:20])[C@:12]([CH3:22])([CH2:13][CH2:14]3)[C:11]=2[NH:10]1.[F:23][C:24]1[CH:31]=[CH:30][C:27]([CH2:28]Br)=[CH:26][CH:25]=1. The catalyst is [I-].C([N+](CCCC)(CCCC)CCCC)CCC.CN(C)C=O. (2) The reactants are CO[C:3](=[O:13])[CH2:4][CH2:5][O:6][N:7]=[C:8]([O:10][CH2:11][CH3:12])[CH3:9].[CH:14]([NH2:17])([CH3:16])[CH3:15]. The catalyst is CO. The product is [CH2:11]([O:10][C:8](=[N:7][O:6][CH2:5][CH2:4][C:3](=[O:13])[NH:17][CH:14]([CH3:16])[CH3:15])[CH3:9])[CH3:12]. The yield is 0.130. (3) The reactants are [CH3:1][C:2]([C:13]1[NH:14][C:15]2[C:20]([CH:21]=1)=[CH:19][C:18]([N+:22]([O-])=O)=[CH:17][CH:16]=2)([CH3:12])[CH2:3][NH:4][C:5](=[O:11])[O:6][C:7]([CH3:10])([CH3:9])[CH3:8].C([O-])=O.[NH4+]. The catalyst is C1COCC1.O.[Pd]. The product is [NH2:22][C:18]1[CH:19]=[C:20]2[C:15](=[CH:16][CH:17]=1)[NH:14][C:13]([C:2]([CH3:12])([CH3:1])[CH2:3][NH:4][C:5](=[O:11])[O:6][C:7]([CH3:9])([CH3:8])[CH3:10])=[CH:21]2. The yield is 0.800. (4) The reactants are [Br:1][C:2]1[CH:3]=[C:4]2[C:8](=[CH:9][CH:10]=1)[NH:7][C:6](=[O:11])[CH2:5]2.[CH2:12]([O:14][C:15]([C:17]1[C:21]([C:22]2[CH:27]=[CH:26][CH:25]=[CH:24][CH:23]=2)=[C:20]([CH:28]=O)[NH:19][C:18]=1[CH3:30])=[O:16])[CH3:13]. No catalyst specified. The product is [CH2:12]([O:14][C:15]([C:17]1[C:21]([C:22]2[CH:27]=[CH:26][CH:25]=[CH:24][CH:23]=2)=[C:20]([CH:28]=[C:5]2[C:4]3[C:8](=[CH:9][CH:10]=[C:2]([Br:1])[CH:3]=3)[NH:7][C:6]2=[O:11])[NH:19][C:18]=1[CH3:30])=[O:16])[CH3:13]. The yield is 0.600. (5) The reactants are C1(P(C2CCCCC2)C2CCCCC2)CCCCC1.Br[C:21]1[CH:22]=[C:23]2[C:27](=[CH:28][CH:29]=1)[N:26]([C:30]1[CH:35]=[CH:34][C:33]([O:36][CH:37]3[CH2:41][CH2:40][CH2:39][CH2:38]3)=[CH:32][CH:31]=1)[C:25]([C:42]#[N:43])=[CH:24]2.CC([O-])=O.[K+].[B:49]1([B:49]2[O:53][C:52]([CH3:55])([CH3:54])[C:51]([CH3:57])([CH3:56])[O:50]2)[O:53][C:52]([CH3:55])([CH3:54])[C:51]([CH3:57])([CH3:56])[O:50]1. The catalyst is O1CCOCC1.C1C=CC(/C=C/C(/C=C/C2C=CC=CC=2)=O)=CC=1.C1C=CC(/C=C/C(/C=C/C2C=CC=CC=2)=O)=CC=1.C1C=CC(/C=C/C(/C=C/C2C=CC=CC=2)=O)=CC=1.[Pd].[Pd]. The product is [CH:37]1([O:36][C:33]2[CH:32]=[CH:31][C:30]([N:26]3[C:27]4[C:23](=[CH:22][C:21]([B:49]5[O:53][C:52]([CH3:55])([CH3:54])[C:51]([CH3:57])([CH3:56])[O:50]5)=[CH:29][CH:28]=4)[CH:24]=[C:25]3[C:42]#[N:43])=[CH:35][CH:34]=2)[CH2:41][CH2:40][CH2:39][CH2:38]1. The yield is 0.610. (6) The reactants are [N+:1]([O-:4])(O)=[O:2].[F:5][C:6]1[CH:15]=[CH:14][CH:13]=[C:12]([F:16])[C:7]=1[C:8]([O:10][CH3:11])=[O:9]. The catalyst is S(=O)(=O)(O)O. The product is [F:5][C:6]1[C:15]([N+:1]([O-:4])=[O:2])=[CH:14][CH:13]=[C:12]([F:16])[C:7]=1[C:8]([O:10][CH3:11])=[O:9]. The yield is 0.806.